Dataset: Reaction yield outcomes from USPTO patents with 853,638 reactions. Task: Predict the reaction yield, written as a fraction of the theoretical maximum amount of product (1.0 means a 100% yield; for example, 0.34 means a 34% yield). (1) The reactants are [CH3:1][O:2][C:3]1[CH:19]=[CH:18][C:6]([CH2:7][N:8]2[C:12]3[N:13]=[CH:14][CH:15]=[C:16]([OH:17])[C:11]=3[CH:10]=[N:9]2)=[CH:5][CH:4]=1.[Cl:20][C:21]1[CH:26]=[C:25](F)[C:24]([CH3:28])=[CH:23][C:22]=1[N+:29]([O-:31])=[O:30].C(=O)([O-])[O-].[Cs+].[Cs+]. The catalyst is CN(C=O)C. The product is [CH3:1][O:2][C:3]1[CH:4]=[CH:5][C:6]([CH2:7][N:8]2[C:12]3=[N:13][CH:14]=[CH:15][C:16]([O:17][C:25]4[CH:26]=[C:21]([Cl:20])[C:22]([N+:29]([O-:31])=[O:30])=[CH:23][C:24]=4[CH3:28])=[C:11]3[CH:10]=[N:9]2)=[CH:18][CH:19]=1. The yield is 0.0900. (2) The reactants are [OH-].[K+].[CH:3]1[C:12]2[CH2:11][CH2:10][CH2:9][CH2:8][C:7]=2[CH:6]=[CH:5][C:4]=1[OH:13].Br[CH2:15][CH2:16][O:17][C:18]1[CH:25]=[CH:24][C:21]([CH:22]=[O:23])=[CH:20][CH:19]=1. The catalyst is C(O)C. The product is [CH:3]1[C:12]2[CH2:11][CH2:10][CH2:9][CH2:8][C:7]=2[CH:6]=[CH:5][C:4]=1[O:13][CH2:15][CH2:16][O:17][C:18]1[CH:25]=[CH:24][C:21]([CH:22]=[O:23])=[CH:20][CH:19]=1. The yield is 0.480. (3) The reactants are [CH3:1][C:2]([NH:6][C:7]([NH:9][C:10]([CH3:14])([CH3:13])[CH2:11][CH3:12])=[O:8])([CH3:5])[CH2:3][CH3:4].[C:15](Cl)(=[O:20])[CH2:16][C:17](Cl)=[O:18]. The catalyst is C(Cl)(Cl)Cl. The product is [CH3:5][C:2]([N:6]1[C:17](=[O:18])[CH2:16][C:15](=[O:20])[N:9]([C:10]([CH3:13])([CH3:14])[CH2:11][CH3:12])[C:7]1=[O:8])([CH3:1])[CH2:3][CH3:4]. The yield is 0.440. (4) The reactants are [Cl:1][C:2]1[CH:3]=[C:4]2[C:8](=[CH:9][CH:10]=1)[N:7]([CH2:11][C:12]1[CH:13]=[C:14]([CH:18]=[CH:19][N:20]=1)[C:15]([OH:17])=O)[N:6]=[CH:5]2.Cl.[NH2:22][CH2:23][C:24]1[C:25]([CH3:32])=[CH:26][C:27]([NH2:31])=[N:28][C:29]=1[CH3:30].CN(C(ON1N=NC2C=CC=NC1=2)=[N+](C)C)C.F[P-](F)(F)(F)(F)F. The catalyst is CN(C=O)C.CCOC(C)=O. The product is [NH2:31][C:27]1[N:28]=[C:29]([CH3:30])[C:24]([CH2:23][NH:22][C:15](=[O:17])[C:14]2[CH:18]=[CH:19][N:20]=[C:12]([CH2:11][N:7]3[C:8]4[C:4](=[CH:3][C:2]([Cl:1])=[CH:10][CH:9]=4)[CH:5]=[N:6]3)[CH:13]=2)=[C:25]([CH3:32])[CH:26]=1. The yield is 0.0700. (5) The reactants are [CH3:1][C:2]1[N:3]([CH2:14][CH2:15][CH2:16][CH2:17][CH2:18][CH2:19][C:20]([O:22]CC)=[O:21])[C:4]2[CH2:5][C:6]([CH3:13])([CH3:12])[CH2:7][C:8](=[O:11])[C:9]=2[CH:10]=1.O.O.[OH-].[Li+]. The catalyst is CO. The product is [CH3:1][C:2]1[N:3]([CH2:14][CH2:15][CH2:16][CH2:17][CH2:18][CH2:19][C:20]([OH:22])=[O:21])[C:4]2[CH2:5][C:6]([CH3:13])([CH3:12])[CH2:7][C:8](=[O:11])[C:9]=2[CH:10]=1. The yield is 0.920. (6) The reactants are [I-].C[S+](C)(C)=O.[H-].[Na+].[CH3:9][N:10]1[C:14]([O:15][C:16]2[CH:21]=[C:20]([CH3:22])[CH:19]=[C:18]([O:23][CH2:24]/[CH:25]=[CH:26]/[C:27]([F:30])([F:29])[F:28])[N:17]=2)=[CH:13][C:12]([C:31]([F:34])([F:33])[F:32])=[N:11]1.O. The catalyst is CS(C)=O. The product is [CH3:9][N:10]1[C:14]([O:15][C:16]2[CH:21]=[C:20]([CH3:22])[CH:19]=[C:18]([O:23][CH:24]=[CH:25][CH2:26][C:27]([F:30])([F:28])[F:29])[N:17]=2)=[CH:13][C:12]([C:31]([F:34])([F:32])[F:33])=[N:11]1. The yield is 0.0310. (7) The yield is 0.920. The catalyst is CN(C=O)C.C(#N)C.O. The product is [CH2:14]([N:3]([CH2:1][CH3:2])[C:4](=[O:13])[C:5]1[CH:10]=[CH:9][C:8]([I:11])=[C:7]([O:12][CH:23]([CH3:25])[CH3:24])[CH:6]=1)[CH3:15]. The reactants are [CH2:1]([N:3]([CH2:14][CH3:15])[C:4](=[O:13])[C:5]1[CH:10]=[CH:9][C:8]([I:11])=[C:7]([OH:12])[CH:6]=1)[CH3:2].C([O-])([O-])=O.[K+].[K+].I[CH:23]([CH3:25])[CH3:24].